From a dataset of Forward reaction prediction with 1.9M reactions from USPTO patents (1976-2016). Predict the product of the given reaction. (1) The product is: [I:1][C:13]1[C@@:17]2([CH3:40])[CH2:18][CH2:19][C@H:20]3[C@H:29]([C@@H:16]2[CH2:15][CH:14]=1)[CH2:28][CH:27]=[C:26]1[C@:21]3([CH3:39])[CH2:22][CH2:23][C:24](=[O:38])[N:25]1[CH2:30][CH2:31][N:32]1[CH2:37][CH2:36][O:35][CH2:34][CH2:33]1. Given the reactants [I:1]I.CN(C)C(N(C)C)=N.N(=[C:13]1[C@@:17]2([CH3:40])[CH2:18][CH2:19][C@H:20]3[C@H:29]([C@@H:16]2[CH2:15][CH2:14]1)[CH2:28][CH:27]=[C:26]1[C@:21]3([CH3:39])[CH2:22][CH2:23][C:24](=[O:38])[N:25]1[CH2:30][CH2:31][N:32]1[CH2:37][CH2:36][O:35][CH2:34][CH2:33]1)N, predict the reaction product. (2) Given the reactants [C:1]([C:5]1[CH:10]=[CH:9][CH:8]=[CH:7][C:6]=1[N:11]1[CH2:16][CH2:15][N:14]([C:17]([C:19]2[CH:23]=[C:22]([OH:24])[N:21]([CH3:25])[N:20]=2)=[O:18])[CH2:13][CH2:12]1)([CH3:4])([CH3:3])[CH3:2].Br[CH2:27][C:28]([O:30][CH3:31])=[O:29].C(=O)([O-])[O-].[K+].[K+].O, predict the reaction product. The product is: [C:1]([C:5]1[CH:10]=[CH:9][CH:8]=[CH:7][C:6]=1[N:11]1[CH2:12][CH2:13][N:14]([C:17]([C:19]2[CH:23]=[C:22]([O:24][CH2:27][C:28]([O:30][CH3:31])=[O:29])[N:21]([CH3:25])[N:20]=2)=[O:18])[CH2:15][CH2:16]1)([CH3:4])([CH3:2])[CH3:3]. (3) Given the reactants [Cl:1][C:2]1[CH:3]=[C:4]2[C:9](=[CH:10][C:11]=1[O:12][C:13]1[CH:21]=[CH:20][C:16]([C:17](O)=[O:18])=[CH:15][CH:14]=1)[O:8][CH2:7][CH2:6][CH:5]2[C:22]([O:24][CH2:25][CH3:26])=[O:23].O.ON1C2C=CC=CC=2N=N1.[CH:38]1([C:41]2[N:46]=[C:45]([O:47][CH3:48])[C:44]([CH2:49][CH2:50][NH2:51])=[CH:43][CH:42]=2)[CH2:40][CH2:39]1.Cl.C(N=C=NCCCN(C)C)C, predict the reaction product. The product is: [Cl:1][C:2]1[CH:3]=[C:4]2[C:9](=[CH:10][C:11]=1[O:12][C:13]1[CH:21]=[CH:20][C:16]([C:17](=[O:18])[NH:51][CH2:50][CH2:49][C:44]3[C:45]([O:47][CH3:48])=[N:46][C:41]([CH:38]4[CH2:39][CH2:40]4)=[CH:42][CH:43]=3)=[CH:15][CH:14]=1)[O:8][CH2:7][CH2:6][CH:5]2[C:22]([O:24][CH2:25][CH3:26])=[O:23]. (4) The product is: [NH2:1][C:2]1[N:7]=[C:6]([N:8]2[C@H:13]([CH3:14])[CH2:12][CH2:11][C@H:10]([C:15]([NH:17][CH:18]3[CH2:23][CH2:22][CH2:21][CH:20]([CH3:24])[CH2:19]3)=[O:16])[CH2:9]2)[CH:5]=[C:4]([C:25]2[CH:26]=[C:27]3[C:28]([C:31]([NH2:32])=[N:46][NH:47]3)=[CH:29][CH:30]=2)[N:3]=1. Given the reactants [NH2:1][C:2]1[N:7]=[C:6]([N:8]2[C@H:13]([CH3:14])[CH2:12][CH2:11][C@H:10]([C:15]([NH:17][CH:18]3[CH2:23][CH2:22][CH2:21][CH:20]([CH3:24])[CH2:19]3)=[O:16])[CH2:9]2)[CH:5]=[C:4]([C:25]2[CH:30]=[CH:29][C:28]([C:31]#[N:32])=[C:27](F)[CH:26]=2)[N:3]=1.CCO.CCN(C(C)C)C(C)C.[NH2:46][NH2:47], predict the reaction product. (5) The product is: [NH2:40][C:39]1[S:41]/[C:35](=[CH:16]\[C:13]2[CH:14]=[C:15]3[C:10](=[CH:11][CH:12]=2)[N:9]=[CH:8][C:7]([C:18]#[N:19])=[C:6]3[S:5][C:1]([CH3:4])([CH3:3])[CH3:2])/[C:36](=[O:37])[N:38]=1. Given the reactants [C:1]([S:5][C:6]1[C:15]2[C:10](=[CH:11][CH:12]=[C:13]([CH:16]=O)[CH:14]=2)[N:9]=[CH:8][C:7]=1[C:18]#[N:19])([CH3:4])([CH3:3])[CH3:2].COC1C=CC(/C=[C:35]2/[C:36]([NH:38][C:39]([S:41]/2)=[NH:40])=[O:37])=CC=1OC1CCCC1.C([O-])(=O)C.[Na+], predict the reaction product. (6) Given the reactants [N+:1]([C:4]1[CH:9]=[CH:8][C:7]([N:10]2[CH2:15][CH2:14][NH:13][CH2:12][CH2:11]2)=[CH:6][CH:5]=1)([O-:3])=[O:2].[Na].[CH:17](=O)[CH2:18][CH:19]([CH3:21])[CH3:20].C([O-])(O)=O.[Na+], predict the reaction product. The product is: [CH2:17]([N:13]1[CH2:14][CH2:15][N:10]([C:7]2[CH:6]=[CH:5][C:4]([N+:1]([O-:3])=[O:2])=[CH:9][CH:8]=2)[CH2:11][CH2:12]1)[CH2:18][CH:19]([CH3:21])[CH3:20].